Dataset: Full USPTO retrosynthesis dataset with 1.9M reactions from patents (1976-2016). Task: Predict the reactants needed to synthesize the given product. Given the product [CH3:1][O:2][C:3](=[O:20])[C:4]([N:7]1[CH:11]=[C:10]([NH:12][C:13](=[O:19])[CH:14]([NH:18][CH:27]2[CH2:26][CH2:25][C:24]3[C:29](=[C:30]([F:32])[CH:31]=[C:22]([F:21])[CH:23]=3)[CH2:28]2)[CH2:15][CH2:16][CH3:17])[N:9]=[CH:8]1)([CH3:5])[CH3:6], predict the reactants needed to synthesize it. The reactants are: [CH3:1][O:2][C:3](=[O:20])[C:4]([N:7]1[CH:11]=[C:10]([NH:12][C:13](=[O:19])[CH:14]([NH2:18])[CH2:15][CH2:16][CH3:17])[N:9]=[CH:8]1)([CH3:6])[CH3:5].[F:21][C:22]1[CH:23]=[C:24]2[C:29](=[C:30]([F:32])[CH:31]=1)[CH2:28][C:27](=O)[CH2:26][CH2:25]2.